Dataset: Reaction yield outcomes from USPTO patents with 853,638 reactions. Task: Predict the reaction yield, written as a fraction of the theoretical maximum amount of product (1.0 means a 100% yield; for example, 0.34 means a 34% yield). The reactants are [NH2:1][C:2]1[C:10]([O:11][CH3:12])=[C:9]2[C:5]([CH2:6][CH2:7][C:8]2=[CH:13][CH2:14][NH:15][C:16](=[O:18])[CH3:17])=[CH:4][CH:3]=1. The catalyst is CO.[C].[Pd]. The product is [NH2:1][C:2]1[C:10]([O:11][CH3:12])=[C:9]2[C:5]([CH2:6][CH2:7][CH:8]2[CH2:13][CH2:14][NH:15][C:16](=[O:18])[CH3:17])=[CH:4][CH:3]=1. The yield is 0.960.